This data is from Full USPTO retrosynthesis dataset with 1.9M reactions from patents (1976-2016). The task is: Predict the reactants needed to synthesize the given product. (1) Given the product [CH2:1]([NH:28][CH2:27][C:24]1[CH:25]=[CH:26][C:21]([CH2:20][N:19]([CH2:18][C:10]2[NH:9][C:13]3[CH:14]=[CH:15][CH:16]=[CH:17][C:12]=3[N:11]=2)[CH:29]2[C:38]3[N:37]=[CH:36][CH:35]=[CH:34][C:33]=3[CH2:32][CH2:31][CH2:30]2)=[CH:22][CH:23]=1)[C:2]1[CH:7]=[CH:6][CH:5]=[CH:4][CH:3]=1, predict the reactants needed to synthesize it. The reactants are: [CH:1](=O)[C:2]1[CH:7]=[CH:6][CH:5]=[CH:4][CH:3]=1.[NH:9]1[C:13]2[CH:14]=[CH:15][CH:16]=[CH:17][C:12]=2[N:11]=[C:10]1[CH2:18][N:19]([CH:29]1[C:38]2[N:37]=[CH:36][CH:35]=[CH:34][C:33]=2[CH2:32][CH2:31][CH2:30]1)[CH2:20][C:21]1[CH:26]=[CH:25][C:24]([CH2:27][NH2:28])=[CH:23][CH:22]=1.[BH4-].[Na+]. (2) Given the product [F:1][C:2]1[CH:3]=[N:4][CH:5]=[CH:6][C:7]=1[C:12]1[CH:13]=[C:14]([C:23]2[O:27][N:26]=[C:25]([C:28]3[CH:36]=[CH:35][C:34]4[NH:33][C:32]5[CH:37]([CH2:40][C:41]([OH:43])=[O:42])[CH2:38][CH2:39][C:31]=5[C:30]=4[CH:29]=3)[N:24]=2)[CH:15]=[C:16]([O:18][C:19]([F:20])([F:21])[F:22])[CH:17]=1, predict the reactants needed to synthesize it. The reactants are: [F:1][C:2]1[CH:3]=[N:4][CH:5]=[CH:6][C:7]=1B(O)O.Br[C:12]1[CH:13]=[C:14]([C:23]2[O:27][N:26]=[C:25]([C:28]3[CH:36]=[CH:35][C:34]4[NH:33][C:32]5[CH:37]([CH2:40][C:41]([OH:43])=[O:42])[CH2:38][CH2:39][C:31]=5[C:30]=4[CH:29]=3)[N:24]=2)[CH:15]=[C:16]([O:18][C:19]([F:22])([F:21])[F:20])[CH:17]=1. (3) Given the product [ClH:1].[Cl:1][C:2]1[CH:3]=[CH:4][C:5]([NH:8][C:9](=[O:41])[C:10]2[CH:15]=[CH:14][CH:13]=[C:12]([OH:16])[C:11]=2[NH:17][C:18](=[O:40])[C:19]2[CH:24]=[CH:23][C:22]([C:25]3[C:26](=[O:39])[N:27]([CH2:31][CH2:32][N:33]4[CH2:34][CH2:35][N:36]([S:43]([CH3:42])(=[O:45])=[O:44])[CH2:37][CH2:38]4)[CH:28]=[CH:29][CH:30]=3)=[CH:21][CH:20]=2)=[N:6][CH:7]=1, predict the reactants needed to synthesize it. The reactants are: [Cl:1][C:2]1[CH:3]=[CH:4][C:5]([NH:8][C:9](=[O:41])[C:10]2[CH:15]=[CH:14][CH:13]=[C:12]([OH:16])[C:11]=2[NH:17][C:18](=[O:40])[C:19]2[CH:24]=[CH:23][C:22]([C:25]3[C:26](=[O:39])[N:27]([CH2:31][CH2:32][N:33]4[CH2:38][CH2:37][NH:36][CH2:35][CH2:34]4)[CH:28]=[CH:29][CH:30]=3)=[CH:21][CH:20]=2)=[N:6][CH:7]=1.[CH3:42][S:43](Cl)(=[O:45])=[O:44].